Regression. Given a peptide amino acid sequence and an MHC pseudo amino acid sequence, predict their binding affinity value. This is MHC class I binding data. From a dataset of Peptide-MHC class I binding affinity with 185,985 pairs from IEDB/IMGT. (1) The peptide sequence is FLLYILFLV. The MHC is HLA-A02:02 with pseudo-sequence HLA-A02:02. The binding affinity (normalized) is 0.480. (2) The peptide sequence is CSQTSYQYL. The MHC is H-2-Kb with pseudo-sequence H-2-Kb. The binding affinity (normalized) is 0.541. (3) The peptide sequence is AVYSSSMVK. The MHC is HLA-B27:05 with pseudo-sequence HLA-B27:05. The binding affinity (normalized) is 0.0847. (4) The peptide sequence is SWLVHKQWFL. The MHC is HLA-A24:02 with pseudo-sequence HLA-A24:02. The binding affinity (normalized) is 0.269. (5) The peptide sequence is GQRKGAGSVF. The MHC is HLA-A29:02 with pseudo-sequence HLA-A29:02. The binding affinity (normalized) is 0.0140. (6) The peptide sequence is SLVAIHLAC. The MHC is HLA-B15:01 with pseudo-sequence HLA-B15:01. The binding affinity (normalized) is 0.0847. (7) The peptide sequence is LPCVLWPVL. The MHC is HLA-A03:01 with pseudo-sequence HLA-A03:01. The binding affinity (normalized) is 0. (8) The peptide sequence is NTDDFPLTL. The MHC is HLA-B27:03 with pseudo-sequence HLA-B27:03. The binding affinity (normalized) is 0.0847. (9) The peptide sequence is EGAGIDDPV. The MHC is HLA-A29:02 with pseudo-sequence HLA-A29:02. The binding affinity (normalized) is 0.0847.